From a dataset of Reaction yield outcomes from USPTO patents with 853,638 reactions. Predict the reaction yield, written as a fraction of the theoretical maximum amount of product (1.0 means a 100% yield; for example, 0.34 means a 34% yield). (1) The reactants are [C:1]1([N:7]2[C:17]3[C:12](=[CH:13][CH:14]=[CH:15][CH:16]=3)[C:10](=O)[C:8]2=[O:9])[CH:6]=[CH:5][CH:4]=[CH:3][CH:2]=1.[NH2:18][C:19]1[CH:20]=[CH:21][C:22]([Cl:25])=[N:23][CH:24]=1. No catalyst specified. The product is [Cl:25][C:22]1[N:23]=[CH:24][C:19]([N:18]=[C:10]2[C:12]3[C:17](=[CH:16][CH:15]=[CH:14][CH:13]=3)[N:7]([C:1]3[CH:6]=[CH:5][CH:4]=[CH:3][CH:2]=3)[C:8]2=[O:9])=[CH:20][CH:21]=1. The yield is 0.590. (2) The reactants are [Br:1][C:2]1[S:11][C:5]2[N:6]=[CH:7][N:8]=[C:9](O)[C:4]=2[CH:3]=1.P(Cl)(Cl)([Cl:14])=O.C([O-])(O)=O.[Na+]. No catalyst specified. The product is [Br:1][C:2]1[S:11][C:5]2[N:6]=[CH:7][N:8]=[C:9]([Cl:14])[C:4]=2[CH:3]=1. The yield is 0.830. (3) The reactants are [Br:1][C:2]1[CH:3]=[CH:4][C:5]([OH:12])=[C:6]([CH:11]=1)[C:7]([O:9][CH3:10])=[O:8].C(=O)([O-])[O-].[K+].[K+].Br[C:20]([F:27])([F:26])C(OCC)=O. The catalyst is CN(C=O)C.CCOCC. The product is [Br:1][C:2]1[CH:3]=[CH:4][C:5]([O:12][CH:20]([F:27])[F:26])=[C:6]([CH:11]=1)[C:7]([O:9][CH3:10])=[O:8]. The yield is 0.500. (4) The reactants are [CH2:1]([N:8]1[CH2:14][C:13]2[N:15]=[CH:16][C:17]([N:19]([CH3:23])[CH:20]([CH3:22])[CH3:21])=[N:18][C:12]=2[O:11][CH2:10][CH2:9]1)[C:2]1[CH:7]=[CH:6][CH:5]=[CH:4][CH:3]=1.[Cl:24]N1C(=O)CCC1=O.C(#N)C. The catalyst is O. The product is [CH2:1]([N:8]1[CH2:14][C:13]2[N:15]=[C:16]([Cl:24])[C:17]([N:19]([CH3:23])[CH:20]([CH3:21])[CH3:22])=[N:18][C:12]=2[O:11][CH2:10][CH2:9]1)[C:2]1[CH:3]=[CH:4][CH:5]=[CH:6][CH:7]=1. The yield is 0.790. (5) The yield is 0.680. The product is [C:29]([O:28][C:26]([N:23]1[CH2:22][CH:21]=[C:20]([C:2]2[CH:3]=[CH:4][C:5]([C:8]([O:10][CH3:11])=[O:9])=[N:6][CH:7]=2)[CH2:25][CH2:24]1)=[O:27])([CH3:32])([CH3:30])[CH3:31]. The catalyst is C1C=CC(P(C2C=CC=CC=2)[C-]2C=CC=C2)=CC=1.C1C=CC(P(C2C=CC=CC=2)[C-]2C=CC=C2)=CC=1.Cl[Pd]Cl.[Fe+2].CN(C=O)C. The reactants are Br[C:2]1[CH:3]=[CH:4][C:5]([C:8]([O:10][CH3:11])=[O:9])=[N:6][CH:7]=1.CC1(C)C(C)(C)OC([C:20]2[CH2:25][CH2:24][N:23]([C:26]([O:28][C:29]([CH3:32])([CH3:31])[CH3:30])=[O:27])[CH2:22][CH:21]=2)O1.C([O-])([O-])=O.[K+].[K+]. (6) The reactants are O=[C:2]1[O:7][C:6]([C:8]2[CH:13]=[CH:12][CH:11]=[CH:10][C:9]=2[O:14]C(=O)C)=[N:5][C:4]2[CH:18]=[CH:19][CH:20]=[CH:21][C:3]1=2.[F:22][C:23]1[CH:28]=[CH:27][CH:26]=[CH:25][C:24]=1[CH2:29][CH2:30][NH2:31]. No catalyst specified. The product is [F:22][C:23]1[CH:28]=[CH:27][CH:26]=[CH:25][C:24]=1[CH2:29][CH2:30][N:31]1[C:2](=[O:7])[C:3]2[C:4](=[CH:18][CH:19]=[CH:20][CH:21]=2)[N:5]=[C:6]1[C:8]1[CH:13]=[CH:12][CH:11]=[CH:10][C:9]=1[OH:14]. The yield is 0.750. (7) The product is [CH2:21]([N:8]1[C:7]2[N:6]=[CH:5][N:4]([CH2:1][CH:2]=[CH2:3])[C:12]=2[C:11](=[O:13])[NH:10][C:9]1=[O:14])[CH2:22][CH2:23][CH2:24][CH3:25]. The catalyst is CN(C=O)C. The yield is 0.560. The reactants are [CH2:1]([N:4]1[C:12]2[C:11](=[O:13])[NH:10][C:9](=[O:14])[NH:8][C:7]=2[N:6]=[CH:5]1)[CH:2]=[CH2:3].C(=O)([O-])[O-].[Na+].[Na+].[CH2:21](I)[CH2:22][CH2:23][CH2:24][CH3:25].